From a dataset of Full USPTO retrosynthesis dataset with 1.9M reactions from patents (1976-2016). Predict the reactants needed to synthesize the given product. Given the product [Cl:1][C:2]1[CH:3]=[C:4]2[C:10]([C:11]3[N:16]=[C:15]([O:17][C:18]4([C:21]([OH:23])=[O:22])[CH2:19][CH2:20]4)[CH:14]=[N:13][CH:12]=3)=[CH:9][NH:8][C:5]2=[N:6][CH:7]=1, predict the reactants needed to synthesize it. The reactants are: [Cl:1][C:2]1[CH:3]=[C:4]2[C:10]([C:11]3[N:16]=[C:15]([O:17][C:18]4([C:21]([O:23]C)=[O:22])[CH2:20][CH2:19]4)[CH:14]=[N:13][CH:12]=3)=[CH:9][N:8](S(C3C=CC(C)=CC=3)(=O)=O)[C:5]2=[N:6][CH:7]=1.[OH-].[Na+].